Dataset: NCI-60 drug combinations with 297,098 pairs across 59 cell lines. Task: Regression. Given two drug SMILES strings and cell line genomic features, predict the synergy score measuring deviation from expected non-interaction effect. Drug 1: CC=C1C(=O)NC(C(=O)OC2CC(=O)NC(C(=O)NC(CSSCCC=C2)C(=O)N1)C(C)C)C(C)C. Drug 2: CC(C)(C#N)C1=CC(=CC(=C1)CN2C=NC=N2)C(C)(C)C#N. Cell line: KM12. Synergy scores: CSS=33.7, Synergy_ZIP=3.78, Synergy_Bliss=4.44, Synergy_Loewe=-16.6, Synergy_HSA=3.13.